Dataset: NCI-60 drug combinations with 297,098 pairs across 59 cell lines. Task: Regression. Given two drug SMILES strings and cell line genomic features, predict the synergy score measuring deviation from expected non-interaction effect. (1) Drug 1: C1=NC2=C(N=C(N=C2N1C3C(C(C(O3)CO)O)F)Cl)N. Drug 2: CC(C)CN1C=NC2=C1C3=CC=CC=C3N=C2N. Cell line: KM12. Synergy scores: CSS=26.1, Synergy_ZIP=-6.73, Synergy_Bliss=-8.92, Synergy_Loewe=-11.9, Synergy_HSA=-6.32. (2) Drug 2: CC1C(C(CC(O1)OC2CC(CC3=C2C(=C4C(=C3O)C(=O)C5=C(C4=O)C(=CC=C5)OC)O)(C(=O)CO)O)N)O.Cl. Cell line: M14. Drug 1: C1C(C(OC1N2C=NC(=NC2=O)N)CO)O. Synergy scores: CSS=48.7, Synergy_ZIP=-0.427, Synergy_Bliss=1.72, Synergy_Loewe=-17.0, Synergy_HSA=1.75. (3) Drug 1: COC1=CC(=CC(=C1O)OC)C2C3C(COC3=O)C(C4=CC5=C(C=C24)OCO5)OC6C(C(C7C(O6)COC(O7)C8=CC=CS8)O)O. Drug 2: CC1=C2C(C(=O)C3(C(CC4C(C3C(C(C2(C)C)(CC1OC(=O)C(C(C5=CC=CC=C5)NC(=O)OC(C)(C)C)O)O)OC(=O)C6=CC=CC=C6)(CO4)OC(=O)C)O)C)O. Cell line: NCI-H522. Synergy scores: CSS=47.0, Synergy_ZIP=-10.1, Synergy_Bliss=-12.5, Synergy_Loewe=-9.01, Synergy_HSA=-6.80. (4) Drug 1: CC1OCC2C(O1)C(C(C(O2)OC3C4COC(=O)C4C(C5=CC6=C(C=C35)OCO6)C7=CC(=C(C(=C7)OC)O)OC)O)O. Drug 2: C(=O)(N)NO. Cell line: OVCAR-5. Synergy scores: CSS=16.0, Synergy_ZIP=-0.719, Synergy_Bliss=1.59, Synergy_Loewe=-11.9, Synergy_HSA=0.260. (5) Drug 1: CN1C(=O)N2C=NC(=C2N=N1)C(=O)N. Drug 2: CC(C)(C#N)C1=CC(=CC(=C1)CN2C=NC=N2)C(C)(C)C#N. Cell line: IGROV1. Synergy scores: CSS=-2.30, Synergy_ZIP=1.02, Synergy_Bliss=-0.276, Synergy_Loewe=-3.20, Synergy_HSA=-2.13. (6) Drug 1: CC(C1=C(C=CC(=C1Cl)F)Cl)OC2=C(N=CC(=C2)C3=CN(N=C3)C4CCNCC4)N. Drug 2: CC1C(C(CC(O1)OC2CC(CC3=C2C(=C4C(=C3O)C(=O)C5=CC=CC=C5C4=O)O)(C(=O)C)O)N)O. Cell line: K-562. Synergy scores: CSS=25.9, Synergy_ZIP=-11.5, Synergy_Bliss=-17.9, Synergy_Loewe=-21.1, Synergy_HSA=-17.8. (7) Drug 1: C1CN1C2=NC(=NC(=N2)N3CC3)N4CC4. Drug 2: C1=NC2=C(N1)C(=S)N=CN2. Cell line: NCI-H460. Synergy scores: CSS=58.4, Synergy_ZIP=1.81, Synergy_Bliss=2.98, Synergy_Loewe=-5.71, Synergy_HSA=4.85.